From a dataset of Peptide-MHC class I binding affinity with 185,985 pairs from IEDB/IMGT. Regression. Given a peptide amino acid sequence and an MHC pseudo amino acid sequence, predict their binding affinity value. This is MHC class I binding data. (1) The peptide sequence is IMLIPTVMAF. The MHC is HLA-A23:01 with pseudo-sequence HLA-A23:01. The binding affinity (normalized) is 0.593. (2) The peptide sequence is NGMYHGLYL. The MHC is HLA-B08:01 with pseudo-sequence HLA-B08:01. The binding affinity (normalized) is 0.422. (3) The peptide sequence is SLFNWLWYE. The MHC is HLA-A02:12 with pseudo-sequence HLA-A02:12. The binding affinity (normalized) is 0.0847.